Dataset: Forward reaction prediction with 1.9M reactions from USPTO patents (1976-2016). Task: Predict the product of the given reaction. (1) Given the reactants [F:1][C:2]([F:17])([F:16])[C:3]1[CH:4]=[C:5]([CH:9]=[C:10]([C:12]([F:15])([F:14])[F:13])[CH:11]=1)[C:6](Cl)=[O:7].[CH2:18]([N:25]1[CH2:30][CH2:29][NH:28][C@H:27]([CH2:31][C:32]2[CH:37]=[CH:36][C:35]([CH3:38])=[C:34]([O:39][CH3:40])[CH:33]=2)[CH2:26]1)[C:19]1[CH:24]=[CH:23][CH:22]=[CH:21][CH:20]=1.C(N(CC)CC)C, predict the reaction product. The product is: [CH2:18]([N:25]1[CH2:30][CH2:29][N:28]([C:6](=[O:7])[C:5]2[CH:4]=[C:3]([C:2]([F:17])([F:16])[F:1])[CH:11]=[C:10]([C:12]([F:15])([F:14])[F:13])[CH:9]=2)[C@H:27]([CH2:31][C:32]2[CH:37]=[CH:36][C:35]([CH3:38])=[C:34]([O:39][CH3:40])[CH:33]=2)[CH2:26]1)[C:19]1[CH:20]=[CH:21][CH:22]=[CH:23][CH:24]=1. (2) The product is: [Br:26][C:23]1[CH:22]=[CH:21][C:20]([NH:19][C:17]2[N:16]([CH3:27])[C:15]3[CH:28]=[CH:29][C:12]([O:11][C:9]4[CH:10]=[C:5]([C:3]([NH:31][CH3:30])=[O:4])[CH:6]=[N:7][CH:8]=4)=[CH:13][C:14]=3[N:18]=2)=[CH:25][CH:24]=1. Given the reactants CO[C:3]([C:5]1[CH:6]=[N:7][CH:8]=[C:9]([O:11][C:12]2[CH:29]=[CH:28][C:15]3[N:16]([CH3:27])[C:17]([NH:19][C:20]4[CH:25]=[CH:24][C:23]([Br:26])=[CH:22][CH:21]=4)=[N:18][C:14]=3[CH:13]=2)[CH:10]=1)=[O:4].[CH3:30][NH2:31], predict the reaction product. (3) Given the reactants [F:1][C:2]1[C:7]([F:8])=[CH:6][CH:5]=[C:4]([N:9]2[CH:13]=[C:12]([C:14]([F:17])([F:16])[F:15])[N:11]=[N:10]2)[C:3]=1[C:18]1[N:23]=[CH:22][N:21]=[C:20]([OH:24])[CH:19]=1.N[C@@H:26]1[C:42]2[CH:43]=[C:38]([CH:39]=[CH:40][N:41]=2)[C:37]2[N:36]([CH:44]([F:46])[F:45])[N:35]=[CH:34][C:33]=2[NH:32][C:31](=[O:47])[C@H:30]([CH3:48])[CH2:29][CH2:28][CH2:27]1.CN(C(ON1N=NC2C=CC=NC1=2)=[N+](C)C)C.F[P-](F)(F)(F)(F)F.C1CCN2C(=NCCC2)CC1, predict the reaction product. The product is: [F:1][C:2]1[C:7]([F:8])=[CH:6][CH:5]=[C:4]([N:9]2[CH:13]=[C:12]([C:14]([F:15])([F:17])[F:16])[N:11]=[N:10]2)[C:3]=1[C:18]1[N:23]=[CH:22][N:21]([C@@H:26]2[C:42]3[CH:43]=[C:38]([CH:39]=[CH:40][N:41]=3)[C:37]3[N:36]([CH:44]([F:45])[F:46])[N:35]=[CH:34][C:33]=3[NH:32][C:31](=[O:47])[C@H:30]([CH3:48])[CH2:29][CH2:28][CH2:27]2)[C:20](=[O:24])[CH:19]=1. (4) Given the reactants [CH2:1]([C:8]1[C:16]2[C:11](=[CH:12][CH:13]=[C:14]([C:17]3[CH:22]=[CH:21][C:20]([O:23]C)=[CH:19][CH:18]=3)[CH:15]=2)[N:10]([CH3:25])[C:9]=1[CH3:26])[C:2]1[CH:7]=[CH:6][CH:5]=[CH:4][CH:3]=1.B(Br)(Br)Br, predict the reaction product. The product is: [CH2:1]([C:8]1[C:16]2[C:11](=[CH:12][CH:13]=[C:14]([C:17]3[CH:18]=[CH:19][C:20]([OH:23])=[CH:21][CH:22]=3)[CH:15]=2)[N:10]([CH3:25])[C:9]=1[CH3:26])[C:2]1[CH:3]=[CH:4][CH:5]=[CH:6][CH:7]=1. (5) Given the reactants [CH3:1][O:2][C:3]1[CH:4]=[CH:5][C:6]([CH3:9])=[N:7][CH:8]=1.[O-:10][Mn](=O)(=O)=O.[K+].[C:16]([O-])([O-])=[O:17].[K+].[K+].CI, predict the reaction product. The product is: [CH3:16][O:17][C:9]([C:6]1[CH:5]=[CH:4][C:3]([O:2][CH3:1])=[CH:8][N:7]=1)=[O:10]. (6) Given the reactants [OH:1][CH2:2][C:3]([C@H:5]([C@@H:7]([C@H:9]([CH2:11][OH:12])[OH:10])[OH:8])[OH:6])=[O:4].[OH:13][CH2:14][C@@H:15]([C@H:17]([C@@H:19]([C@@H:21]([CH2:23][OH:24])[OH:22])[OH:20])[OH:18])[OH:16].[CH2:25]([OH:36])[C@H:26]([OH:35])[C@@H:27]([OH:34])[C@H:28]([OH:33])[C:29]([CH:31]=[O:32])=[O:30], predict the reaction product. The product is: [OH:6][C:5]1[C@@H:7]([C@@H:9]([OH:10])[CH2:11][OH:12])[O:8][C:2](=[O:1])[C:3]=1[OH:4].[OH:24][CH2:23][C@@H:21]([C@H:19]([C@@H:17]([C@@H:15]([CH2:14][OH:13])[OH:16])[OH:18])[OH:20])[OH:22].[OH:32][CH2:31][C:29]([C@H:28]([C@@H:27]([C@H:26]([CH2:25][OH:36])[OH:35])[OH:34])[OH:33])=[O:30].[CH2:11]([OH:12])[C@H:9]([OH:10])[C@@H:7]([OH:8])[C@H:5]([OH:6])[C:3]([CH:2]=[O:1])=[O:4]. (7) Given the reactants Cl.[NH:2]1[CH2:5][CH:4]([C:6]#[N:7])[CH2:3]1.C(N(CC)CC)C.[C:15]([O:19][C:20](O[C:20]([O:19][C:15]([CH3:18])([CH3:17])[CH3:16])=[O:21])=[O:21])([CH3:18])([CH3:17])[CH3:16], predict the reaction product. The product is: [C:6]([CH:4]1[CH2:5][N:2]([C:20]([O:19][C:15]([CH3:18])([CH3:17])[CH3:16])=[O:21])[CH2:3]1)#[N:7]. (8) Given the reactants [CH3:1][C:2]1[O:6][C:5]([CH2:7][NH:8][C:9]2[CH:18]=[CH:17][C:16]3[C:15]([NH2:19])=[CH:14][CH:13]=[CH:12][C:11]=3[N:10]=2)=[CH:4][CH:3]=1.Br[C:21]1[CH:22]=[N:23][CH:24]=[CH:25][CH:26]=1, predict the reaction product. The product is: [CH3:1][C:2]1[O:6][C:5]([CH2:7][NH:8][C:9]2[CH:18]=[CH:17][C:16]3[C:15]([NH:19][C:21]4[CH:22]=[N:23][CH:24]=[CH:25][CH:26]=4)=[CH:14][CH:13]=[CH:12][C:11]=3[N:10]=2)=[CH:4][CH:3]=1.